This data is from Forward reaction prediction with 1.9M reactions from USPTO patents (1976-2016). The task is: Predict the product of the given reaction. (1) Given the reactants [CH2:1]=[CH:2][C:3]1[CH:8]=[CH:7][C:6]([S:9]([O-:12])(=[O:11])=[O:10])=[CH:5][CH:4]=1.[Na+].S(OOS([O-])(=O)=O)([O-])(=O)=O.[NH4+].[NH4+], predict the reaction product. The product is: [CH2:1]=[CH:2][C:3]1[CH:4]=[CH:5][C:6]([S:9]([OH:12])(=[O:11])=[O:10])=[CH:7][CH:8]=1. (2) Given the reactants [C:1]([C:3]1[N:8]=[CH:7][C:6]([C:9]2[CH:10]=[CH:11][C:12]([O:37][CH3:38])=[C:13]([CH:36]=2)[CH2:14][O:15][CH2:16][C:17]2([C:30]3[CH:35]=[CH:34][CH:33]=[CH:32][CH:31]=3)[CH2:22][CH2:21][N:20](C(OC(C)(C)C)=O)[CH2:19][CH2:18]2)=[CH:5][CH:4]=1)#[N:2].FC(F)(F)C(O)=O.CN(C)C, predict the reaction product. The product is: [CH3:38][O:37][C:12]1[CH:11]=[CH:10][C:9]([C:6]2[CH:5]=[CH:4][C:3]([C:1]#[N:2])=[N:8][CH:7]=2)=[CH:36][C:13]=1[CH2:14][O:15][CH2:16][C:17]1([C:30]2[CH:35]=[CH:34][CH:33]=[CH:32][CH:31]=2)[CH2:18][CH2:19][NH:20][CH2:21][CH2:22]1. (3) Given the reactants [CH:1]([Si:4](Cl)([CH:8]([CH3:10])[CH3:9])[CH:5]([CH3:7])[CH3:6])([CH3:3])[CH3:2].[N:12]([C@H:15]1[C@@H:21]([CH2:22][O:23][CH2:24][C:25]2[CH:30]=[CH:29][CH:28]=[CH:27][CH:26]=2)[O:20][CH:18]([OH:19])[C@H:17]([OH:31])[C@H:16]1[O:32][CH2:33][C:34]1[CH:39]=[CH:38][CH:37]=[CH:36][CH:35]=1)=[N+:13]=[N-:14].N1C=CN=C1, predict the reaction product. The product is: [N:12]([C@H:15]1[C@@H:21]([CH2:22][O:23][CH2:24][C:25]2[CH:30]=[CH:29][CH:28]=[CH:27][CH:26]=2)[O:20][C@@H:18]([O:19][Si:4]([CH:8]([CH3:10])[CH3:9])([CH:5]([CH3:7])[CH3:6])[CH:1]([CH3:3])[CH3:2])[C@H:17]([OH:31])[C@H:16]1[O:32][CH2:33][C:34]1[CH:39]=[CH:38][CH:37]=[CH:36][CH:35]=1)=[N+:13]=[N-:14].